Dataset: Reaction yield outcomes from USPTO patents with 853,638 reactions. Task: Predict the reaction yield, written as a fraction of the theoretical maximum amount of product (1.0 means a 100% yield; for example, 0.34 means a 34% yield). (1) The reactants are [Cl:1][C:2]1[N:3]=[C:4](Cl)[C:5]2[O:10][C:9]3[N:11]=[CH:12][CH:13]=[CH:14][C:8]=3[C:6]=2[N:7]=1.[NH:16]1[CH2:21][CH2:20][O:19][CH2:18][CH2:17]1. The catalyst is CO. The product is [Cl:1][C:2]1[N:3]=[C:4]([N:16]2[CH2:21][CH2:20][O:19][CH2:18][CH2:17]2)[C:5]2[O:10][C:9]3[N:11]=[CH:12][CH:13]=[CH:14][C:8]=3[C:6]=2[N:7]=1. The yield is 0.640. (2) The reactants are [CH3:1][S:2][C:3]1[CH:8]=[C:7]([CH2:9][CH2:10][C:11]([O:13]C(C)(C)C)=[O:12])[CH:6]=[C:5]([C:18]2[S:19][C:20]3[CH:28]=[CH:27][CH:26]=[CH:25][C:21]=3[C:22](=[O:24])[N:23]=2)[N:4]=1.C(OC(C)C)(C)C. The catalyst is FC(F)(F)C(O)=O. The product is [CH3:1][S:2][C:3]1[CH:8]=[C:7]([CH2:9][CH2:10][C:11]([OH:13])=[O:12])[CH:6]=[C:5]([C:18]2[S:19][C:20]3[CH:28]=[CH:27][CH:26]=[CH:25][C:21]=3[C:22](=[O:24])[N:23]=2)[N:4]=1. The yield is 0.870. (3) The reactants are [CH3:1][O:2][C:3]1[CH:4]=[C:5]([OH:12])[CH:6]=[CH:7][C:8]=1[N+:9]([O-:11])=[O:10].C([O-])([O-])=O.[Cs+].[Cs+].[O:19]1[CH2:24][CH2:23][CH:22](OS(C)(=O)=O)[CH2:21][CH2:20]1. The catalyst is CN(C=O)C.O. The product is [CH3:1][O:2][C:3]1[CH:4]=[C:5]([CH:6]=[CH:7][C:8]=1[N+:9]([O-:11])=[O:10])[O:12][CH:22]1[CH2:23][CH2:24][O:19][CH2:20][CH2:21]1. The yield is 0.530. (4) The reactants are [H-].[Na+:2].[C:3]([O:9][CH2:10][CH3:11])(=[O:8])[CH2:4][C:5]([CH3:7])=O.Cl[CH2:13][C:14](=[O:20])[CH2:15][C:16]([O:18][CH3:19])=[O:17]. The catalyst is C1COCC1. The product is [CH2:10]([O:9][C:3]([C:4]1[CH2:13][C:14]([O-:20])=[C:15]([C:16]([O:18][CH3:19])=[O:17])[C:5]=1[CH3:7])=[O:8])[CH3:11].[Na+:2]. The yield is 0.980. (5) The reactants are [F:1][C:2]1[CH:15]=[C:14]([N+:16]([O-])=O)[CH:13]=[CH:12][C:3]=1[C:4]([NH:6][C@H:7]([CH3:11])[C:8]([OH:10])=[O:9])=[O:5]. The catalyst is CC(O)=O.[Fe]. The product is [NH2:16][C:14]1[CH:13]=[CH:12][C:3]([C:4]([NH:6][C@H:7]([CH3:11])[C:8]([OH:10])=[O:9])=[O:5])=[C:2]([F:1])[CH:15]=1. The yield is 0.720. (6) The reactants are [C:1]([Si:5]([O:18][C:19]1[CH:24]=[C:23]([F:25])[CH:22]=[C:21]([F:26])[CH:20]=1)([C:12]1[CH:17]=[CH:16][CH:15]=[CH:14][CH:13]=1)[C:6]1[CH:11]=[CH:10][CH:9]=[CH:8][CH:7]=1)([CH3:4])([CH3:3])[CH3:2].[Li]CCCC.[CH2:32]([O:34][C:35](=[O:38])[CH:36]=[O:37])[CH3:33]. The catalyst is C1COCC1. The product is [CH2:32]([O:34][C:35](=[O:38])[CH:36]([C:22]1[C:23]([F:25])=[CH:24][C:19]([O:18][Si:5]([C:1]([CH3:4])([CH3:2])[CH3:3])([C:6]2[CH:7]=[CH:8][CH:9]=[CH:10][CH:11]=2)[C:12]2[CH:17]=[CH:16][CH:15]=[CH:14][CH:13]=2)=[CH:20][C:21]=1[F:26])[OH:37])[CH3:33]. The yield is 0.600. (7) The catalyst is CC(C)=O. The yield is 0.730. The reactants are [CH3:1][C:2]1[C:10]2[C:5](=[CH:6][C:7]([N+:11]([O-:13])=[O:12])=[CH:8][CH:9]=2)[NH:4][N:3]=1.F[B-](F)(F)F.[CH3:19][O+](C)C. The product is [CH3:19][N:3]1[C:2]([CH3:1])=[C:10]2[C:5]([CH:6]=[C:7]([N+:11]([O-:13])=[O:12])[CH:8]=[CH:9]2)=[N:4]1.